From a dataset of Forward reaction prediction with 1.9M reactions from USPTO patents (1976-2016). Predict the product of the given reaction. (1) Given the reactants [C:1]([O:5][CH:6]([C:11]1[N:16]([CH3:17])[C:15](=[O:18])[C:14]2[NH:19][CH:20]=[CH:21][C:13]=2[C:12]=1[C:22]1[CH:27]=[CH:26][C:25]([Cl:28])=[CH:24][CH:23]=1)[C:7]([O:9]C)=[O:8])([CH3:4])([CH3:3])[CH3:2].[CH3:29][O:30][CH2:31][CH2:32]Br, predict the reaction product. The product is: [C:1]([O:5][CH:6]([C:11]1[N:16]([CH3:17])[C:15](=[O:18])[C:14]2[N:19]([CH2:32][CH2:31][O:30][CH3:29])[CH:20]=[CH:21][C:13]=2[C:12]=1[C:22]1[CH:27]=[CH:26][C:25]([Cl:28])=[CH:24][CH:23]=1)[C:7]([OH:9])=[O:8])([CH3:4])([CH3:3])[CH3:2]. (2) Given the reactants [Cl:1][C:2]1[CH:7]=[C:6]([CH3:8])[CH:5]=[CH:4][C:3]=1[CH2:9]Cl.[OH-:11].[K+], predict the reaction product. The product is: [Cl:1][C:2]1[CH:7]=[C:6]([CH3:8])[CH:5]=[CH:4][C:3]=1[CH2:9][CH:3]([CH3:4])[C:2]([Cl:1])=[O:11].